This data is from Peptide-MHC class II binding affinity with 134,281 pairs from IEDB. The task is: Regression. Given a peptide amino acid sequence and an MHC pseudo amino acid sequence, predict their binding affinity value. This is MHC class II binding data. The peptide sequence is PQPQLPYPQPQLPY. The MHC is HLA-DQA10401-DQB10402 with pseudo-sequence HLA-DQA10401-DQB10402. The binding affinity (normalized) is 0.223.